The task is: Regression/Classification. Given a drug SMILES string, predict its absorption, distribution, metabolism, or excretion properties. Task type varies by dataset: regression for continuous measurements (e.g., permeability, clearance, half-life) or binary classification for categorical outcomes (e.g., BBB penetration, CYP inhibition). Dataset: hlm.. This data is from Human liver microsome stability data. (1) The drug is Cc1ccc(N(C)C(=O)c2ccc3c(c2)N(C2CC2)C(C)C(=O)N3C)cc1. The result is 1 (stable in human liver microsomes). (2) The compound is Clc1ccc(-c2ccc(C#Cc3ccc(OCCN4CCCC4)cc3)nc2)cc1. The result is 0 (unstable in human liver microsomes). (3) The drug is CNC(=O)c1cnc(NC(=O)C2CC2)cc1Nc1ccccc1S(C)(=O)=O. The result is 0 (unstable in human liver microsomes). (4) The molecule is Nc1nccc(-c2ccc3[nH]c(C4COc5ccc(F)cc5C4)nc3c2)n1. The result is 0 (unstable in human liver microsomes).